Dataset: Peptide-MHC class I binding affinity with 185,985 pairs from IEDB/IMGT. Task: Regression. Given a peptide amino acid sequence and an MHC pseudo amino acid sequence, predict their binding affinity value. This is MHC class I binding data. (1) The peptide sequence is SRNKRGVF. The MHC is Mamu-B03 with pseudo-sequence Mamu-B03. The binding affinity (normalized) is 0.389. (2) The peptide sequence is NLVYSTTSR. The MHC is Patr-A0101 with pseudo-sequence Patr-A0101. The binding affinity (normalized) is 0.276. (3) The peptide sequence is TTIPTNLFR. The MHC is HLA-B83:01 with pseudo-sequence HLA-B83:01. The binding affinity (normalized) is 0.213. (4) The peptide sequence is LLDDGWAGE. The MHC is HLA-A02:19 with pseudo-sequence HLA-A02:19. The binding affinity (normalized) is 0.0847. (5) The peptide sequence is LPEKKITQW. The MHC is HLA-B53:01 with pseudo-sequence HLA-B53:01. The binding affinity (normalized) is 0.530. (6) The peptide sequence is IHYAGWVSL. The MHC is HLA-A26:01 with pseudo-sequence HLA-A26:01. The binding affinity (normalized) is 0.0847. (7) The peptide sequence is LLFLVLIMLI. The MHC is HLA-A02:01 with pseudo-sequence HLA-A02:01. The binding affinity (normalized) is 0.410. (8) The peptide sequence is GELESAIGL. The MHC is HLA-B40:01 with pseudo-sequence HLA-B40:01. The binding affinity (normalized) is 0.898. (9) The peptide sequence is KVSWRWMVY. The MHC is HLA-B46:01 with pseudo-sequence HLA-B46:01. The binding affinity (normalized) is 0.0847. (10) The peptide sequence is FLQEALNIAL. The MHC is HLA-A02:01 with pseudo-sequence HLA-A02:01. The binding affinity (normalized) is 0.743.